Predict the product of the given reaction. From a dataset of Forward reaction prediction with 1.9M reactions from USPTO patents (1976-2016). (1) The product is: [S:24]1[C:23]2[C:18](=[N:19][CH:20]=[CH:21][CH:22]=2)[CH:17]=[C:16]1[N:5]1[CH2:6][C@H:1]2[CH2:7][C@@H:4]1[CH2:3][N:2]2[C:8]([O:10][C:11]([CH3:14])([CH3:13])[CH3:12])=[O:9]. Given the reactants [C@@H:1]12[CH2:7][C@@H:4]([NH:5][CH2:6]1)[CH2:3][N:2]2[C:8]([O:10][C:11]([CH3:14])([CH3:13])[CH3:12])=[O:9].Br[C:16]1[S:24][C:23]2[C:18](=[N:19][CH:20]=[CH:21][CH:22]=2)[CH:17]=1, predict the reaction product. (2) Given the reactants Cl[C:2]1[C:7]([C:8]([O-:10])=O)=[CH:6][N:5]=[C:4]([S:11][CH3:12])[N:3]=1.C(N(CC)CC)C.[C:20]([Si:24]([CH3:33])([CH3:32])[O:25][C@H:26]1[CH2:30][CH2:29][C@H:28]([NH2:31])[CH2:27]1)([CH3:23])([CH3:22])[CH3:21].[H-].[Al+3].[Li+].[H-].[H-].[H-].C(C(C(C([O-])=O)O)O)([O-])=O.[Na+].[K+], predict the reaction product. The product is: [C:20]([Si:24]([CH3:33])([CH3:32])[O:25][C@H:26]1[CH2:30][CH2:29][C@H:28]([NH:31][C:2]2[C:7]([CH:8]=[O:10])=[CH:6][N:5]=[C:4]([S:11][CH3:12])[N:3]=2)[CH2:27]1)([CH3:23])([CH3:22])[CH3:21]. (3) Given the reactants [F:1][C:2]1[CH:7]=[CH:6][CH:5]=[C:4]([F:8])[C:3]=1[C:9]1[O:10][C:11]([C:17]2[CH:22]=[CH:21][CH:20]=[C:19]([CH:23]=O)[CH:18]=2)=[C:12]([C:14]([NH2:16])=[O:15])[N:13]=1.[NH:25]1[CH2:30][CH2:29][O:28][CH2:27][CH2:26]1.C(O[BH-](OC(=O)C)OC(=O)C)(=O)C.[Na+].C(O)(=O)C, predict the reaction product. The product is: [F:1][C:2]1[CH:7]=[CH:6][CH:5]=[C:4]([F:8])[C:3]=1[C:9]1[O:10][C:11]([C:17]2[CH:22]=[CH:21][CH:20]=[C:19]([CH2:23][N:25]3[CH2:30][CH2:29][O:28][CH2:27][CH2:26]3)[CH:18]=2)=[C:12]([C:14]([NH2:16])=[O:15])[N:13]=1.